This data is from Reaction yield outcomes from USPTO patents with 853,638 reactions. The task is: Predict the reaction yield, written as a fraction of the theoretical maximum amount of product (1.0 means a 100% yield; for example, 0.34 means a 34% yield). The reactants are Br[CH2:2][C:3]1[CH:4]=[C:5]([CH:8]=[CH:9][CH:10]=1)[C:6]#[N:7].[C:11]1([OH:17])[CH:16]=[CH:15][CH:14]=[CH:13][CH:12]=1.C(=O)([O-])[O-].[K+].[K+].O. The catalyst is CN(C)C=O. The product is [O:17]([CH2:2][C:3]1[CH:4]=[C:5]([CH:8]=[CH:9][CH:10]=1)[C:6]#[N:7])[C:11]1[CH:16]=[CH:15][CH:14]=[CH:13][CH:12]=1. The yield is 0.970.